Dataset: Catalyst prediction with 721,799 reactions and 888 catalyst types from USPTO. Task: Predict which catalyst facilitates the given reaction. (1) Reactant: Br[C:2]1[S:6][C:5]([C:7]([N:9]([CH2:11][C:12]2[CH:17]=[CH:16][CH:15]=[C:14]([OH:18])[CH:13]=2)[CH3:10])=[O:8])=[CH:4][CH:3]=1.[F:19][C:20]1[C:25]([O:26][CH3:27])=[CH:24][CH:23]=[CH:22][C:21]=1B(O)O. Product: [F:19][C:20]1[C:25]([O:26][CH3:27])=[CH:24][CH:23]=[CH:22][C:21]=1[C:2]1[S:6][C:5]([C:7]([N:9]([CH2:11][C:12]2[CH:17]=[CH:16][CH:15]=[C:14]([OH:18])[CH:13]=2)[CH3:10])=[O:8])=[CH:4][CH:3]=1. The catalyst class is: 492. (2) Reactant: [N:1]1[C:10]2[C:5](=[CH:6][CH:7]=[CH:8][CH:9]=2)[CH:4]=[CH:3][C:2]=1[C:11]([NH:13][C@H:14]([C:19]([OH:21])=O)[CH2:15][C:16](=[O:18])[NH2:17])=[O:12].C1CCC(N=C=NC2CCCCC2)CC1.C1C=CC2N(O)N=NC=2C=1.CN1CCOCC1.[OH:54][C@H:55]([C@@H:73]([NH2:81])[CH2:74][C:75]1[CH:80]=[CH:79][CH:78]=[CH:77][CH:76]=1)[CH2:56][N:57]([CH2:66][CH:67]1[CH2:72][CH2:71][CH2:70][CH2:69][CH2:68]1)[NH:58][C:59]([O:61][C:62]([CH3:65])([CH3:64])[CH3:63])=[O:60]. Product: [OH:54][C@H:55]([C@@H:73]([NH:81][C:19](=[O:21])[C@H:14]([CH2:15][C:16](=[O:18])[NH2:17])[NH:13][C:11]([C:2]1[CH:3]=[CH:4][C:5]2[C:10](=[CH:9][CH:8]=[CH:7][CH:6]=2)[N:1]=1)=[O:12])[CH2:74][C:75]1[CH:80]=[CH:79][CH:78]=[CH:77][CH:76]=1)[CH2:56][N:57]([CH2:66][CH:67]1[CH2:68][CH2:69][CH2:70][CH2:71][CH2:72]1)[NH:58][C:59]([O:61][C:62]([CH3:65])([CH3:63])[CH3:64])=[O:60]. The catalyst class is: 1. (3) Reactant: [CH3:1][O:2][C:3](=[O:17])[CH2:4][CH2:5][C:6]#[C:7][C:8]1[CH:13]=[CH:12][CH:11]=[C:10]([N+:14]([O-])=O)[CH:9]=1. Product: [CH3:1][O:2][C:3](=[O:17])[CH2:4][CH2:5][CH2:6][CH2:7][C:8]1[CH:13]=[CH:12][CH:11]=[C:10]([NH2:14])[CH:9]=1. The catalyst class is: 19. (4) Reactant: Br.[NH2:2][C:3]1[C:4]([OH:17])=[C:5]([C:9]2[CH:10]=[C:11]([C:14]([OH:16])=[O:15])[S:12][CH:13]=2)[CH:6]=[CH:7][CH:8]=1.[N:18]([O-])=O.[Na+].[CH2:22]1[C:30]2[C:25](=[CH:26][C:27]([N:31]3[C:35](=[O:36])[CH2:34][C:33]([CH3:37])=[N:32]3)=[CH:28][CH:29]=2)[CH2:24][CH2:23]1.C(=O)(O)[O-].[Na+]. Product: [OH:17][C:4]1[C:3]([NH:2][N:18]=[C:34]2[C:35](=[O:36])[N:31]([C:27]3[CH:26]=[C:25]4[C:30](=[CH:29][CH:28]=3)[CH2:22][CH2:23][CH2:24]4)[N:32]=[C:33]2[CH3:37])=[CH:8][CH:7]=[CH:6][C:5]=1[C:9]1[CH:10]=[C:11]([C:14]([OH:16])=[O:15])[S:12][CH:13]=1. The catalyst class is: 502. (5) Reactant: Br[C:2]1[CH:3]=[C:4]([O:8][CH3:9])[CH:5]=[CH:6][CH:7]=1.[C:10]([OH:14])(=[O:13])[C:11]#[CH:12].[CH:15]1(P(C2CCCCC2)C2C=CC=CC=2C2C(C(C)C)=CC(S([O-])(=O)=O)=CC=2C(C)C)CCCCC1.[Na+].C([O-])([O-])=O.[Cs+].[Cs+]. Product: [CH3:15][O:13][C:10](=[O:14])[C:11]#[C:12][C:2]1[CH:7]=[CH:6][CH:5]=[C:4]([O:8][CH3:9])[CH:3]=1. The catalyst class is: 47. (6) Reactant: F[C:2](F)(F)[C:3]([OH:5])=[O:4].C([O:15][C:16]1[CH:17]=[C:18]([CH:27]([OH:50])[CH2:28][NH:29][C:30]([CH3:49])([CH3:48])[CH2:31][CH2:32][N:33]2[C:37]([CH3:38])=[N:36][C:35]([C:39]3C=[C:41]([CH:45]=[CH:46][CH:47]=3)C(O)=O)=[N:34]2)[C:19]2[O:24][CH2:23][C:22](=[O:25])[NH:21][C:20]=2[CH:26]=1)C1C=CC=CC=1.[H][H]. Product: [OH:50][CH:27]([C:18]1[C:19]2[O:24][CH2:23][C:22](=[O:25])[NH:21][C:20]=2[CH:26]=[C:16]([OH:15])[CH:17]=1)[CH2:28][NH:29][C:30]([CH3:49])([CH3:48])[CH2:31][CH2:32][N:33]1[C:37]([CH3:38])=[N:36][C:35]([C:39]2[CH:47]=[CH:46][CH:45]=[CH:41][C:2]=2[C:3]([OH:5])=[O:4])=[N:34]1. The catalyst class is: 19. (7) Reactant: [CH2:1]([N:8]1[C:17](C(O)=O)=[C:16]([C:21]2[CH:26]=[CH:25][CH:24]=[CH:23][CH:22]=2)[C:15]2[C:10](=[CH:11][CH:12]=[C:13]([Br:27])[CH:14]=2)[C:9]1=[O:28])[C:2]1[CH:7]=[CH:6][CH:5]=[CH:4][CH:3]=1.C([N:31]([CH2:34]C)CC)C.C1(P(N=[N+]=[N-])(C2C=CC=CC=2)=[O:43])C=CC=CC=1.[CH2:53]([OH:60])[C:54]1[CH:59]=[CH:58][CH:57]=[CH:56][CH:55]=1. Product: [CH2:53]([O:60][C:34](=[O:43])[NH:31][C:17]1[N:8]([CH2:1][C:2]2[CH:7]=[CH:6][CH:5]=[CH:4][CH:3]=2)[C:9](=[O:28])[C:10]2[C:15]([C:16]=1[C:21]1[CH:22]=[CH:23][CH:24]=[CH:25][CH:26]=1)=[CH:14][C:13]([Br:27])=[CH:12][CH:11]=2)[C:54]1[CH:59]=[CH:58][CH:57]=[CH:56][CH:55]=1. The catalyst class is: 11. (8) Reactant: [CH:1]1([CH2:6][CH:7]([C:11]2[CH:16]=[CH:15][C:14]([Cl:17])=[C:13]([Cl:18])[CH:12]=2)[C:8]([OH:10])=O)[CH2:5][CH2:4][CH2:3][CH2:2]1.F[P-](F)(F)(F)(F)F.N1(O[P+](N(C)C)(N(C)C)N(C)C)C2C=CC=CC=2N=N1.C(N(CC)CC)C.[NH2:53][C:54]1[CH:63]=[CH:62][C:61]2[C:56](=[CH:57][CH:58]=[CH:59][CH:60]=2)[N:55]=1. Product: [CH:1]1([CH2:6][CH:7]([C:11]2[CH:16]=[CH:15][C:14]([Cl:17])=[C:13]([Cl:18])[CH:12]=2)[C:8]([NH:53][C:54]2[CH:63]=[CH:62][C:61]3[C:56](=[CH:57][CH:58]=[CH:59][CH:60]=3)[N:55]=2)=[O:10])[CH2:2][CH2:3][CH2:4][CH2:5]1. The catalyst class is: 255.